Dataset: Full USPTO retrosynthesis dataset with 1.9M reactions from patents (1976-2016). Task: Predict the reactants needed to synthesize the given product. (1) The reactants are: [NH2:1][C:2]1[S:6][C:5]2[CH2:7][CH2:8][CH2:9][CH2:10][C:4]=2[C:3]=1[C:11]([C:13]1[CH:18]=[CH:17][C:16]([O:19][CH3:20])=[C:15]([O:21][CH3:22])[CH:14]=1)=O.[C:23]([O:30][CH3:31])(=[O:29])[CH2:24][CH2:25][C:26]([CH3:28])=O.Cl[Si](C)(C)C. Given the product [CH3:28][C:26]1[N:1]=[C:2]2[S:6][C:5]3[CH2:7][CH2:8][CH2:9][CH2:10][C:4]=3[C:3]2=[C:11]([C:13]2[CH:18]=[CH:17][C:16]([O:19][CH3:20])=[C:15]([O:21][CH3:22])[CH:14]=2)[C:25]=1[CH2:24][C:23]([O:30][CH3:31])=[O:29], predict the reactants needed to synthesize it. (2) Given the product [CH3:1][C:2]1([CH3:26])[N:5]([CH2:6][CH2:7][CH2:8][C:9]2[CH:14]=[CH:13][CH:12]=[CH:11][CH:10]=2)[N:4]([CH:15]2[CH:22]3[CH2:23][CH:18]4[CH2:19][CH:20]([CH2:24][CH:16]2[CH2:17]4)[CH2:21]3)[C:3]1=[O:25], predict the reactants needed to synthesize it. The reactants are: [CH3:1][C:2]1([CH3:26])[N:5]([CH2:6]/[CH:7]=[CH:8]/[C:9]2[CH:14]=[CH:13][CH:12]=[CH:11][CH:10]=2)[N:4]([CH:15]2[CH:22]3[CH2:23][CH:18]4[CH2:19][CH:20]([CH2:24][CH:16]2[CH2:17]4)[CH2:21]3)[C:3]1=[O:25]. (3) Given the product [C:11]1([C:9]2[N:8]=[C:7]([CH:17]=[O:18])[N:6]3[CH2:5][CH2:4][CH2:3][CH2:2][C:10]=23)[CH:16]=[CH:15][CH:14]=[CH:13][CH:12]=1, predict the reactants needed to synthesize it. The reactants are: Br[CH2:2][CH2:3][CH2:4][CH2:5][N:6]1[CH:10]=[C:9]([C:11]2[CH:16]=[CH:15][CH:14]=[CH:13][CH:12]=2)[N:8]=[C:7]1[CH:17]=[O:18].N(/C(C)(CC)C#N)=N\C(C)(CC)C#N.C([SnH](CCCC)CCCC)CCC.CC(N=NC(C#N)(C)C)(C#N)C. (4) Given the product [ClH:1].[CH2:30]([N:29]([CH2:28][C:24]1[CH:23]=[N:22][CH:27]=[CH:26][CH:25]=1)[C:19](=[O:20])[CH2:18][C:17]1[N:11]2[CH:12]=[CH:13][C:14]([CH3:16])=[CH:15][C:10]2=[N:9][C:8]=1[C:5]1[CH:4]=[CH:3][C:2]([Cl:1])=[CH:7][CH:6]=1)[CH3:31], predict the reactants needed to synthesize it. The reactants are: [Cl:1][C:2]1[CH:7]=[CH:6][C:5]([C:8]2[N:9]=[C:10]3[CH:15]=[C:14]([CH3:16])[CH:13]=[CH:12][N:11]3[C:17]=2[CH2:18][C:19](O)=[O:20])=[CH:4][CH:3]=1.[N:22]1[CH:27]=[CH:26][CH:25]=[C:24]([CH2:28][NH:29][CH2:30][CH3:31])[CH:23]=1. (5) Given the product [Br:1][CH2:2][CH2:3][CH2:4][CH2:5][CH2:6][CH2:7][CH2:8][S:9]([C:10]1[CH:15]=[CH:14][C:13]([Cl:16])=[CH:12][CH:11]=1)=[O:18], predict the reactants needed to synthesize it. The reactants are: [Br:1][CH2:2][CH2:3][CH2:4][CH2:5][CH2:6][CH2:7][CH2:8][S:9][C:10]1[CH:15]=[CH:14][C:13]([Cl:16])=[CH:12][CH:11]=1.C(=O)=[O:18].CC(C)=O.ClC1C=CC=C(C(OO)=O)C=1.S([O-])([O-])=O.[Na+].[Na+].C(=O)([O-])O.[Na+]. (6) Given the product [Cl:1][C:2]1[CH:3]=[C:4]([CH:8]=[C:9]([Cl:27])[C:10]=1[C:11]([N:13]1[C:21]2[CH:20]=[CH:19][N:18]=[C:17]([C:22]([CH:24]3[CH2:25][CH2:26]3)=[O:23])[C:16]=2[CH:15]=[CH:14]1)=[O:12])[C:5]([NH:58][CH2:57][CH2:56][NH:55][C:54](=[O:59])[O:53][C:49]([CH3:51])([CH3:50])[CH3:52])=[O:7], predict the reactants needed to synthesize it. The reactants are: [Cl:1][C:2]1[CH:3]=[C:4]([CH:8]=[C:9]([Cl:27])[C:10]=1[C:11]([N:13]1[C:21]2[CH:20]=[CH:19][N:18]=[C:17]([C:22]([CH:24]3[CH2:26][CH2:25]3)=[O:23])[C:16]=2[CH:15]=[CH:14]1)=[O:12])[C:5]([OH:7])=O.C(N=C=NCCCN(C)C)C.ON1C2C=CC=CC=2N=N1.[C:49]([O:53][C:54](=[O:59])[NH:55][CH2:56][CH2:57][NH2:58])([CH3:52])([CH3:51])[CH3:50].C(=O)(O)[O-].[Na+].